This data is from Full USPTO retrosynthesis dataset with 1.9M reactions from patents (1976-2016). The task is: Predict the reactants needed to synthesize the given product. (1) The reactants are: [CH3:1][N:2]([CH2:4][C:5]1[C:13]2[O:12][N:11]=[C:10]([CH2:14][CH2:15][CH:16]3[CH2:21][CH2:20][N:19]([C:22]4[CH:27]=[CH:26][N:25]=[CH:24][CH:23]=4)[CH2:18][CH2:17]3)[C:9]=2[CH:8]=[CH:7][C:6]=1[O:28][CH2:29][CH:30]1[CH2:32][CH2:31]1)[CH3:3].[ClH:33]. Given the product [ClH:33].[ClH:33].[CH3:1][N:2]([CH2:4][C:5]1[C:13]2[O:12][N:11]=[C:10]([CH2:14][CH2:15][CH:16]3[CH2:17][CH2:18][N:19]([C:22]4[CH:23]=[CH:24][N:25]=[CH:26][CH:27]=4)[CH2:20][CH2:21]3)[C:9]=2[CH:8]=[CH:7][C:6]=1[O:28][CH2:29][CH:30]1[CH2:31][CH2:32]1)[CH3:3], predict the reactants needed to synthesize it. (2) Given the product [F:20][C:19]1[C:18]([F:21])=[C:17]([F:22])[C:16]([F:23])=[C:15]([F:24])[C:14]=1[C:6]1[CH:7]=[C:2]([F:1])[CH:3]=[CH:4][C:5]=1[O:11][CH3:12], predict the reactants needed to synthesize it. The reactants are: [F:1][C:2]1[CH:3]=[CH:4][C:5]([O:11][CH3:12])=[C:6](B(O)O)[CH:7]=1.I[C:14]1[C:19]([F:20])=[C:18]([F:21])[C:17]([F:22])=[C:16]([F:23])[C:15]=1[F:24].C(=O)([O-])[O-].[K+].[K+].